From a dataset of Peptide-MHC class I binding affinity with 185,985 pairs from IEDB/IMGT. Regression. Given a peptide amino acid sequence and an MHC pseudo amino acid sequence, predict their binding affinity value. This is MHC class I binding data. (1) The MHC is HLA-A33:01 with pseudo-sequence HLA-A33:01. The binding affinity (normalized) is 0.298. The peptide sequence is VLPHLCLDY. (2) The peptide sequence is VPADHRLAF. The MHC is HLA-A01:01 with pseudo-sequence HLA-A01:01. The binding affinity (normalized) is 0.0847. (3) The MHC is HLA-A02:01 with pseudo-sequence HLA-A02:01. The binding affinity (normalized) is 0. The peptide sequence is ASSGKLGLI. (4) The peptide sequence is MYNYPAMLG. The MHC is HLA-A24:02 with pseudo-sequence HLA-A24:02. The binding affinity (normalized) is 0.409.